This data is from Drug-target binding data from BindingDB using IC50 measurements. The task is: Regression. Given a target protein amino acid sequence and a drug SMILES string, predict the binding affinity score between them. We predict pIC50 (pIC50 = -log10(IC50 in M); higher means more potent). Dataset: bindingdb_ic50. (1) The compound is COc1cc(O)c2c(c1)oc(=O)c1c3cc(O)c(O)cc3oc21. The target protein (O50979) has sequence MPPKVKIKNDFEIFRKELEILYKKYLNNELSYLKLKEKLKILAENHKAILFRKDKFTNRSIILNLSKTRKIIKEYINLSVIERIRRDNTFLFFWKSRRIKELKNIGIKDRKKIEELIFSNQMNDEKSYFQYFIDLFVTPKWLNDYAHKYKIEKINSYRKEQIFVKINLNTYIEIIKLLLNQSRDIRLKFYGVLMAIGRRPVEVMKLSQFYIADKNHIRMEFIAKKRENNIVNEVVFPVFADPELIINSIKEIRYMEQTENLTKEIISSNLAYSYNRLFRQIFNNIFAPEESVYFCRAIYCKFSYLAFAPKNMEMNYWITKVLGHEPNDITTAFHYNRYVLDNLDDKADNSLLTLLNQRIYTYVRRKATYSTLTMDRLESLIKEHHIFDDNYIKTLIVIKNLMLKDNLETLAMVRGLNVKIRKAFKATYGYNYNYIKLTEYLSIIFNYKL. The pIC50 is 5.1. (2) The compound is C[C@@H]1CN(c2nc3c(-c4cc(F)c(F)c(F)c4)cc(C(F)(F)F)cc3[nH]2)CCN1c1ncccc1Br. The target protein (O35433) has sequence MEQRASLDSEESESPPQENSCLDPPDRDPNCKPPPVKPHIFTTRSRTRLFGKGDSEEASPLDCPYEEGGLASCPIITVSSVLTIQRPGDGPASVRPSSQDSVSAGEKPPRLYDRRSIFDAVAQSNCQELESLLPFLQRSKKRLTDSEFKDPETGKTCLLKAMLNLHNGQNDTIALLLDVARKTDSLKQFVNASYTDSYYKGQTALHIAIERRNMTLVTLLVENGADVQAAANGDFFKKTKGRPGFYFGELPLSLAACTNQLAIVKFLLQNSWQPADISARDSVGNTVLHALVEVADNTVDNTKFVTSMYNEILILGAKLHPTLKLEEITNRKGLTPLALAASSGKIGVLAYILQREIHEPECRHLSRKFTEWAYGPVHSSLYDLSCIDTCEKNSVLEVIAYSSSETPNRHDMLLVEPLNRLLQDKWDRFVKRIFYFNFFVYCLYMIIFTAAAYYRPVEGLPPYKLKNTVGDYFRVTGEILSVSGGVYFFFRGIQYFLQRR.... The pIC50 is 8.7. (3) The compound is O=C1C([N-]S(=O)(=O)c2cccs2)=C([n+]2cccc(Cc3ccccc3)c2)C(=O)c2ccccc21. The target protein (Q9UBE0) has sequence MVEKEEAGGGISEEEAAQYDRQIRLWGLEAQKRLRASRVLLVGLKGLGAEIAKNLILAGVKGLTMLDHEQVTPEDPGAQFLIRTGSVGRNRAEASLERAQNLNPMVDVKVDTEDIEKKPESFFTQFDAVCLTCCSRDVIVKVDQICHKNSIKFFTGDVFGYHGYTFANLGEHEFVEEKTKVAKVSQGVEDGPDTKRAKLDSSETTMVKKKVVFCPVKEALEVDWSSEKAKAALKRTTSDYFLLQVLLKFRTDKGRDPSSDTYEEDSELLLQIRNDVLDSLGISPDLLPEDFVRYCFSEMAPVCAVVGGILAQEIVKALSQRDPPHNNFFFFDGMKGNGIVECLGPK. The pIC50 is 4.9.